Dataset: Peptide-MHC class II binding affinity with 134,281 pairs from IEDB. Task: Regression. Given a peptide amino acid sequence and an MHC pseudo amino acid sequence, predict their binding affinity value. This is MHC class II binding data. (1) The peptide sequence is KKPVKLASIVKASFEEG. The MHC is HLA-DQA10201-DQB10402 with pseudo-sequence HLA-DQA10201-DQB10402. The binding affinity (normalized) is 0.367. (2) The binding affinity (normalized) is 0. The MHC is DRB3_0202 with pseudo-sequence DRB3_0202. The peptide sequence is CRKELAAVSVDCSEY. (3) The binding affinity (normalized) is 0.499. The MHC is DRB1_0401 with pseudo-sequence DRB1_0401. The peptide sequence is AQIYQAVSAQAAAIH. (4) The peptide sequence is PNTDGIHIGDSSKVT. The MHC is DRB1_0401 with pseudo-sequence DRB1_0401. The binding affinity (normalized) is 0.167. (5) The peptide sequence is GRKRPIVRILRRVHH. The MHC is HLA-DQA10301-DQB10302 with pseudo-sequence HLA-DQA10301-DQB10302. The binding affinity (normalized) is 0.180.